Dataset: Reaction yield outcomes from USPTO patents with 853,638 reactions. Task: Predict the reaction yield, written as a fraction of the theoretical maximum amount of product (1.0 means a 100% yield; for example, 0.34 means a 34% yield). (1) The reactants are [Cl:1][C:2]1[CH:3]=[C:4]2[C:9](=[C:10]([Cl:31])[C:11]=1[O:12][C:13]1[CH:18]=[CH:17][C:16]([C:19](=[O:30])[NH:20][CH2:21][CH2:22][C:23]3[CH:28]=[CH:27][C:26]([Cl:29])=[CH:25][CH:24]=3)=[CH:15][CH:14]=1)[O:8][CH2:7][CH2:6][CH:5]2[C:32]([OH:34])=[O:33].C[O-].[Na+:37].CO. The catalyst is C1COCC1. The product is [Cl:1][C:2]1[CH:3]=[C:4]2[C:9](=[C:10]([Cl:31])[C:11]=1[O:12][C:13]1[CH:18]=[CH:17][C:16]([C:19](=[O:30])[NH:20][CH2:21][CH2:22][C:23]3[CH:28]=[CH:27][C:26]([Cl:29])=[CH:25][CH:24]=3)=[CH:15][CH:14]=1)[O:8][CH2:7][CH2:6][CH:5]2[C:32]([O-:34])=[O:33].[Na+:37]. The yield is 0.990. (2) The reactants are [Cl:1][C:2]1[C:3]([N+:10]([O-])=O)=[CH:4][C:5]([F:9])=[C:6]([O-:8])[CH:7]=1.[K+].[NH4+].[Cl-]. The catalyst is CCO.O.CO.C(OCC)(=O)C.[Fe]. The product is [NH2:10][C:3]1[C:2]([Cl:1])=[CH:7][C:6]([OH:8])=[C:5]([F:9])[CH:4]=1. The yield is 0.853. (3) The product is [NH2:2][C:1]1[NH:20][N:19]=[C:4]2[C:5]([CH3:16])([CH3:15])[N:6]([C:8]([O:10][C:11]([CH3:14])([CH3:13])[CH3:12])=[O:9])[CH2:7][C:3]=12. The catalyst is C(O)C. The yield is 0.880. The reactants are [C:1]([C:3]1[CH2:7][N:6]([C:8]([O:10][C:11]([CH3:14])([CH3:13])[CH3:12])=[O:9])[C:5]([CH3:16])([CH3:15])[C:4]=1O)#[N:2].O.[NH2:19][NH2:20].CC(O)=O. (4) The reactants are [CH2:1]([O:3][C:4](=[O:20])[C:5]1[CH:10]=[CH:9][C:8]([N:11]=[CH:12][C:13]2[CH:18]=[CH:17][CH:16]=[C:15]([Br:19])[CH:14]=2)=[CH:7][CH:6]=1)[CH3:2].O.[O-]S(C(F)(F)F)(=O)=O.[Yb+3].[O-]S(C(F)(F)F)(=O)=O.[O-]S(C(F)(F)F)(=O)=O.[CH:47](=[O:51])[CH:48]([CH3:50])[CH3:49].O. The catalyst is O1CCCC1. The product is [CH2:1]([O:3][C:4]([C:5]1[CH:10]=[C:9]2[C:8](=[CH:7][CH:6]=1)[NH:11][CH:12]([C:13]1[CH:18]=[CH:17][CH:16]=[C:15]([Br:19])[CH:14]=1)[C:48]([CH3:50])([CH3:49])[CH:47]2[OH:51])=[O:20])[CH3:2]. The yield is 1.00. (5) The reactants are C([O:3][C:4](=[O:34])[CH2:5][N:6]1[CH2:11][C:10]2[CH:12]=[C:13](/[CH:16]=[CH:17]/[C:18](=[O:32])[N:19]([CH3:31])[CH2:20][C:21]3[N:22]([CH3:30])[C:23]4[C:28]([CH:29]=3)=[CH:27][CH:26]=[CH:25][CH:24]=4)[CH:14]=[N:15][C:9]=2[NH:8][C:7]1=[O:33])C.[OH-].[Na+]. The catalyst is CO. The product is [CH3:31][N:19]([CH2:20][C:21]1[N:22]([CH3:30])[C:23]2[C:28]([CH:29]=1)=[CH:27][CH:26]=[CH:25][CH:24]=2)[C:18](/[CH:17]=[CH:16]/[C:13]1[CH:14]=[N:15][C:9]2[NH:8][C:7](=[O:33])[N:6]([CH2:5][C:4]([OH:34])=[O:3])[CH2:11][C:10]=2[CH:12]=1)=[O:32]. The yield is 0.480. (6) The reactants are [Cl:1][C:2]1[C:3]([O:12][C:13]2[CH:18]=[C:17]([O:19][CH2:20][O:21][CH3:22])[CH:16]=[CH:15][C:14]=2[CH2:23][CH2:24][OH:25])=[N:4][CH:5]=[C:6]([C:8]([F:11])([F:10])[F:9])[CH:7]=1.Cl[S:27]([N:30]=[C:31]=[O:32])(=[O:29])=[O:28].[NH2:33][CH2:34][CH2:35][O:36][CH:37]([CH3:39])[CH3:38].Cl. The catalyst is C(#N)C.N1C=CC=CC=1. The product is [CH:37]([O:36][CH2:35][CH2:34][NH:33][S:27]([NH:30][C:31](=[O:32])[O:25][CH2:24][CH2:23][C:14]1[CH:15]=[CH:16][C:17]([O:19][CH2:20][O:21][CH3:22])=[CH:18][C:13]=1[O:12][C:3]1[C:2]([Cl:1])=[CH:7][C:6]([C:8]([F:9])([F:11])[F:10])=[CH:5][N:4]=1)(=[O:29])=[O:28])([CH3:39])[CH3:38]. The yield is 0.140. (7) The reactants are [N:1]1[CH:6]=[CH:5][CH:4]=[CH:3][C:2]=1[C:7]1[C:11]([CH2:12][O:13][C:14]2[CH:22]=[CH:21][C:17]([C:18]([OH:20])=O)=[CH:16][N:15]=2)=[CH:10][O:9][N:8]=1.[F:23][C:24]([F:28])([F:27])[CH2:25][NH2:26]. No catalyst specified. The product is [N:1]1[CH:6]=[CH:5][CH:4]=[CH:3][C:2]=1[C:7]1[C:11]([CH2:12][O:13][C:14]2[CH:22]=[CH:21][C:17]([C:18]([NH:26][CH2:25][C:24]([F:28])([F:27])[F:23])=[O:20])=[CH:16][N:15]=2)=[CH:10][O:9][N:8]=1. The yield is 0.650.